This data is from Full USPTO retrosynthesis dataset with 1.9M reactions from patents (1976-2016). The task is: Predict the reactants needed to synthesize the given product. (1) Given the product [CH2:14]([O:13][C:11]([C:10]1[CH:9]=[N:8][N:6]2[CH:7]=[C:2]([B:16]([OH:20])[OH:17])[CH:3]=[N:4][C:5]=12)=[O:12])[CH3:15], predict the reactants needed to synthesize it. The reactants are: Br[C:2]1[CH:3]=[N:4][C:5]2[N:6]([N:8]=[CH:9][C:10]=2[C:11]([O:13][CH2:14][CH3:15])=[O:12])[CH:7]=1.[B:16]1(B2OC(C)(C)C(C)(C)O2)[O:20]C(C)(C)C(C)(C)[O:17]1.CC([O-])=O.[K+].Cl. (2) Given the product [CH3:5][O:6][C:7]1[CH:8]=[C:9]([CH:10]=[CH:11][C:12]=1[O:13][CH3:14])[C:15]([C:16]1[NH:3][N:2]=[N:1][C:17]=1[C:18]([O:20][CH2:21][CH3:22])=[O:19])=[O:23], predict the reactants needed to synthesize it. The reactants are: [N-:1]=[N+:2]=[N-:3].[Na+].[CH3:5][O:6][C:7]1[CH:8]=[C:9]([C:15](=[O:23])[CH:16]=[CH:17][C:18]([O:20][CH2:21][CH3:22])=[O:19])[CH:10]=[CH:11][C:12]=1[O:13][CH3:14].N([O-])=O.[Na+].Cl. (3) Given the product [Cl:33][C:30]1[CH:31]=[CH:32][C:27]([C:25]2[N:5]([C:6]3[CH:11]=[N:10][C:9]([O:12][CH3:13])=[CH:8][CH:7]=3)[N:1]=[C:18]([C:17]([OH:16])=[O:34])[N:24]=2)=[N:28][CH:29]=1, predict the reactants needed to synthesize it. The reactants are: [N:1]([O-])=O.[Na+].[NH2:5][C:6]1[CH:7]=[CH:8][C:9]([O:12][CH3:13])=[N:10][CH:11]=1.C([O:16][C:17](=[O:34])[CH:18]([NH:24][C:25]([C:27]1[CH:32]=[CH:31][C:30]([Cl:33])=[CH:29][N:28]=1)=O)C(OCC)=O)C.C(=O)([O-])[O-].[K+].[K+].[Na+].[Cl-]. (4) Given the product [CH:48]([OH:49])=[O:62].[C:1]([C:5]1[CH:9]=[C:8]([NH:10][C:11]([NH:13][C@@H:14]2[C:23]3[C:18](=[CH:19][CH:20]=[CH:21][CH:22]=3)[C@H:17]([O:24][C:25]3[CH:26]=[CH:27][C:28]4[N:29]([C:31]([N:34]5[CH2:39][CH2:38][CH2:37][CH2:36][C@@H:35]5[CH3:40])=[N:32][N:33]=4)[CH:30]=3)[CH2:16][CH2:15]2)=[O:12])[N:7]([C:41]2[CH:46]=[CH:45][CH:44]=[C:43]([CH2:47][CH2:48][N:54]3[CH2:58][CH2:57][CH2:56][CH2:55]3)[CH:42]=2)[N:6]=1)([CH3:4])([CH3:2])[CH3:3], predict the reactants needed to synthesize it. The reactants are: [C:1]([C:5]1[CH:9]=[C:8]([NH:10][C:11]([NH:13][C@@H:14]2[C:23]3[C:18](=[CH:19][CH:20]=[CH:21][CH:22]=3)[C@H:17]([O:24][C:25]3[CH:26]=[CH:27][C:28]4[N:29]([C:31]([N:34]5[CH2:39][CH2:38][CH2:37][CH2:36][C@@H:35]5[CH3:40])=[N:32][N:33]=4)[CH:30]=3)[CH2:16][CH2:15]2)=[O:12])[N:7]([C:41]2[CH:42]=[C:43]([CH2:47][CH2:48][O:49]S(C)(=O)=O)[CH:44]=[CH:45][CH:46]=2)[N:6]=1)([CH3:4])([CH3:3])[CH3:2].[NH:54]1[CH2:58][CH2:57][CH2:56][CH2:55]1.C1C[O:62]CC1. (5) Given the product [CH3:34][CH:35]([CH3:48])[CH2:36][CH2:37][NH:38][C:39]([C:41]1[N:42]=[N:43][C:44]([N:13]2[CH2:14][CH2:15][CH:10]([C:8](=[O:9])[C:5]3[CH:6]=[CH:7][C:2]([F:1])=[CH:3][CH:4]=3)[CH2:11][CH2:12]2)=[CH:45][CH:46]=1)=[O:40], predict the reactants needed to synthesize it. The reactants are: [F:1][C:2]1[CH:7]=[CH:6][C:5]([C:8]([CH:10]2[CH2:15][CH2:14][NH:13][CH2:12][CH2:11]2)=[O:9])=[CH:4][CH:3]=1.FC1(F)C2C(=CC=CC=2)N(C2CCNCC2)C1=O.[CH3:34][CH:35]([CH3:48])[CH2:36][CH2:37][NH:38][C:39]([C:41]1[N:42]=[N:43][C:44](Cl)=[CH:45][CH:46]=1)=[O:40]. (6) Given the product [NH2:11][CH2:10][CH2:9][C:6]1[CH:7]=[CH:8][C:3]([C:1]#[N:2])=[C:4]([F:22])[CH:5]=1, predict the reactants needed to synthesize it. The reactants are: [C:1]([C:3]1[CH:8]=[CH:7][C:6]([CH2:9][CH2:10][NH:11]C(OCC2C=CC=CC=2)=O)=[CH:5][C:4]=1[F:22])#[N:2].C(Cl)Cl.[H][H]. (7) The reactants are: [C:1]([C:5]1[CH:10]=[C:9]([F:11])[CH:8]=[CH:7][C:6]=1[NH2:12])#[C:2][CH2:3][CH3:4].O. Given the product [CH2:3]([C:2]1[NH:12][C:6]2[C:5]([CH:1]=1)=[CH:10][C:9]([F:11])=[CH:8][CH:7]=2)[CH3:4], predict the reactants needed to synthesize it. (8) Given the product [NH:1]([CH2:2][CH2:3][O:4][C:5]1[CH:10]=[CH:9][C:8]([NH:11][C:12](=[O:21])[C:13]2[CH:18]=[CH:17][CH:16]=[C:15]([O:19][CH3:20])[CH:14]=2)=[CH:7][C:6]=1[C:22]1[N:26]([CH3:27])[N:25]=[CH:24][CH:23]=1)[C:29]([NH2:30])=[NH:28], predict the reactants needed to synthesize it. The reactants are: [NH2:1][CH2:2][CH2:3][O:4][C:5]1[CH:10]=[CH:9][C:8]([NH:11][C:12](=[O:21])[C:13]2[CH:18]=[CH:17][CH:16]=[C:15]([O:19][CH3:20])[CH:14]=2)=[CH:7][C:6]=1[C:22]1[N:26]([CH3:27])[N:25]=[CH:24][CH:23]=1.[NH2:28][C:29](N)=[NH:30].C(N(CC)CC)C.C(O)(C(F)(F)F)=O. (9) Given the product [N:19]1[CH:21]=[CH:24][CH:23]=[C:29]([O:16][C:15]([C:13]2[N:12]=[CH:11][N:10]([C:6]3[CH:7]=[CH:8][CH:9]=[C:4]([N+:1]([O-:3])=[O:2])[CH:5]=3)[CH:14]=2)=[O:17])[CH:18]=1, predict the reactants needed to synthesize it. The reactants are: [N+:1]([C:4]1[CH:5]=[C:6]([N:10]2[CH:14]=[C:13]([C:15]([OH:17])=[O:16])[N:12]=[CH:11]2)[CH:7]=[CH:8][CH:9]=1)([O-:3])=[O:2].[CH3:18][N:19]([CH:21]=O)C.[C:23](Cl)(=O)[C:24](Cl)=O.[CH2:29](Cl)Cl.